This data is from Full USPTO retrosynthesis dataset with 1.9M reactions from patents (1976-2016). The task is: Predict the reactants needed to synthesize the given product. (1) Given the product [Cl:1][C:2]1[C:10]2[C:5](=[CH:6][CH:7]=[C:8]([C:11]3[N:15]=[C:14]([C:16]4[S:17][C:18]([C:27]([F:30])([F:28])[F:29])=[C:19]([C:21]5[CH:26]=[CH:25][CH:24]=[CH:23][CH:22]=5)[CH:20]=4)[O:13][N:12]=3)[CH:9]=2)[N:4]([CH2:32][CH2:33][C:34]([OH:36])=[O:35])[CH:3]=1, predict the reactants needed to synthesize it. The reactants are: [Cl:1][C:2]1[C:10]2[C:5](=[CH:6][CH:7]=[C:8]([C:11]3[N:15]=[C:14]([C:16]4[S:17][C:18]([C:27]([F:30])([F:29])[F:28])=[C:19]([C:21]5[CH:26]=[CH:25][CH:24]=[CH:23][CH:22]=5)[CH:20]=4)[O:13][N:12]=3)[CH:9]=2)[NH:4][CH:3]=1.Br[CH2:32][CH2:33][C:34]([O-:36])=[O:35].C([O-])([O-])=O.[Cs+].[Cs+]. (2) Given the product [CH3:1][O:17][C:15](=[O:16])[C:14]1[CH:18]=[CH:19][C:11]([C:46]#[C:45][C:44]#[C:43][C:42]2[CH:40]=[N:37][C:30]([Cl:33])=[CH:31][CH:47]=2)=[CH:12][CH:13]=1, predict the reactants needed to synthesize it. The reactants are: [CH3:1]CN(C(C)C)C(C)C.I[C:11]1[CH:19]=[CH:18][C:14]([C:15]([OH:17])=[O:16])=[CH:13][CH:12]=1.C1C=NC2N(O)N=NC=2C=1.[CH2:30]([Cl:33])[CH2:31]Cl.O[C@@H]1CC[N:37]([C:40]([C:42]2[CH:47]=[CH:46][C:45](OC(F)(F)F)=[CH:44][CH:43]=2)=O)[C@H]1C(NOCC1C=CC=CC=1)=O. (3) Given the product [Cl:1][C:2]1[N:3]=[CH:4][C:5]([C:8]([O:11][CH3:13])([CH3:9])[CH3:10])=[CH:6][N:7]=1, predict the reactants needed to synthesize it. The reactants are: [Cl:1][C:2]1[N:7]=[CH:6][C:5]([C:8]([OH:11])([CH3:10])[CH3:9])=[CH:4][N:3]=1.I[CH3:13].[H-].[Na+].O. (4) Given the product [NH2:10][C:8]1[N:7]([C:12]2[CH:13]=[CH:14][C:15]([F:19])=[C:16]([OH:18])[CH:17]=2)[N:6]=[C:5]([C:1]([CH3:4])([CH3:3])[CH3:2])[CH:9]=1, predict the reactants needed to synthesize it. The reactants are: [C:1]([C:5]1[CH:9]=[C:8]([NH2:10])[NH:7][N:6]=1)([CH3:4])([CH3:3])[CH3:2].Br[C:12]1[CH:13]=[CH:14][C:15]([F:19])=[C:16]([OH:18])[CH:17]=1.C(=O)([O-])[O-].[K+].[K+].CN[C@H]1CCCC[C@@H]1NC. (5) Given the product [CH:21]([O:20][C:11]1[CH:12]=[CH:13][C:14]([S:16]([CH3:19])(=[O:18])=[O:17])=[CH:15][C:10]=1[C:8]([N:5]1[CH2:4][CH2:3][CH:2]([O:1][S:32]([CH3:31])(=[O:34])=[O:33])[CH2:7][CH2:6]1)=[O:9])([CH3:23])[CH3:22], predict the reactants needed to synthesize it. The reactants are: [OH:1][CH:2]1[CH2:7][CH2:6][N:5]([C:8]([C:10]2[CH:15]=[C:14]([S:16]([CH3:19])(=[O:18])=[O:17])[CH:13]=[CH:12][C:11]=2[O:20][CH:21]([CH3:23])[CH3:22])=[O:9])[CH2:4][CH2:3]1.C(N(CC)CC)C.[CH3:31][S:32](Cl)(=[O:34])=[O:33]. (6) Given the product [F:1][C:2]1[CH:3]=[CH:4][C:5]([C:8]2[N:9]=[C:10]([CH3:25])[N:11]([CH:19]3[CH2:24][CH2:23][N:22]([CH2:52][C:53]4[CH:57]=[CH:56][O:55][N:54]=4)[CH2:21][CH2:20]3)[C:12]=2[C:13]2[CH:18]=[CH:17][N:16]=[CH:15][N:14]=2)=[CH:6][CH:7]=1, predict the reactants needed to synthesize it. The reactants are: [F:1][C:2]1[CH:7]=[CH:6][C:5]([C:8]2[N:9]=[C:10]([CH3:25])[N:11]([CH:19]3[CH2:24][CH2:23][NH:22][CH2:21][CH2:20]3)[C:12]=2[C:13]2[CH:18]=[CH:17][N:16]=[CH:15][N:14]=2)=[CH:4][CH:3]=1.FC1C=CC(C2N=CN(C3CCN([CH2:52][C:53]4[CH:57]=[CH:56][O:55][N:54]=4)CC3)C=2C2C=CN=C(NC)N=2)=CC=1.CO. (7) The reactants are: [CH3:1][N:2]1[CH:6]=[CH:5][N:4]=[C:3]1[CH2:7][OH:8].CC([O-])(C)C.[K+].C1COCC1.[C:20]([C:24]1[S:28]/[C:27](=[N:29]\[C:30](=[O:42])[C:31]2[CH:36]=[C:35]([C:37]([F:40])([F:39])[F:38])[CH:34]=[CH:33][C:32]=2F)/[N:26]([CH2:43][C@H:44]2[CH2:48][CH2:47][CH2:46][O:45]2)[CH:25]=1)([CH3:23])([CH3:22])[CH3:21]. Given the product [C:20]([C:24]1[S:28]/[C:27](=[N:29]\[C:30](=[O:42])[C:31]2[CH:36]=[C:35]([C:37]([F:39])([F:38])[F:40])[CH:34]=[CH:33][C:32]=2[O:8][CH2:7][C:3]2[N:2]([CH3:1])[CH:6]=[CH:5][N:4]=2)/[N:26]([CH2:43][C@H:44]2[CH2:48][CH2:47][CH2:46][O:45]2)[CH:25]=1)([CH3:23])([CH3:21])[CH3:22], predict the reactants needed to synthesize it. (8) Given the product [OH:1][C:2]1[C:7]([CH2:12][O:13][CH3:15])=[CH:6][C:5]([CH3:8])=[CH:4][C:3]=1[C:9](=[O:11])[CH3:10], predict the reactants needed to synthesize it. The reactants are: [OH:1][C:2]1[CH:7]=[CH:6][C:5]([CH3:8])=[CH:4][C:3]=1[C:9](=[O:11])[CH3:10].[CH2:12]=[O:13].Cl.[CH3:15]O.